From a dataset of NCI-60 drug combinations with 297,098 pairs across 59 cell lines. Regression. Given two drug SMILES strings and cell line genomic features, predict the synergy score measuring deviation from expected non-interaction effect. (1) Drug 1: C1=CC(=CC=C1CC(C(=O)O)N)N(CCCl)CCCl.Cl. Drug 2: C(CCl)NC(=O)N(CCCl)N=O. Cell line: PC-3. Synergy scores: CSS=4.57, Synergy_ZIP=-3.37, Synergy_Bliss=-1.64, Synergy_Loewe=-1.94, Synergy_HSA=-1.95. (2) Drug 1: C1CC(=O)NC(=O)C1N2CC3=C(C2=O)C=CC=C3N. Drug 2: CC(C)CN1C=NC2=C1C3=CC=CC=C3N=C2N. Cell line: HCT-15. Synergy scores: CSS=3.42, Synergy_ZIP=-0.912, Synergy_Bliss=1.41, Synergy_Loewe=0.746, Synergy_HSA=0.779. (3) Drug 1: CC1C(C(=O)NC(C(=O)N2CCCC2C(=O)N(CC(=O)N(C(C(=O)O1)C(C)C)C)C)C(C)C)NC(=O)C3=C4C(=C(C=C3)C)OC5=C(C(=O)C(=C(C5=N4)C(=O)NC6C(OC(=O)C(N(C(=O)CN(C(=O)C7CCCN7C(=O)C(NC6=O)C(C)C)C)C)C(C)C)C)N)C. Drug 2: CS(=O)(=O)CCNCC1=CC=C(O1)C2=CC3=C(C=C2)N=CN=C3NC4=CC(=C(C=C4)OCC5=CC(=CC=C5)F)Cl. Cell line: NCI-H226. Synergy scores: CSS=-2.34, Synergy_ZIP=8.01, Synergy_Bliss=7.84, Synergy_Loewe=5.26, Synergy_HSA=5.09. (4) Drug 1: CC1=CC2C(CCC3(C2CCC3(C(=O)C)OC(=O)C)C)C4(C1=CC(=O)CC4)C. Drug 2: CC1C(C(CC(O1)OC2CC(CC3=C2C(=C4C(=C3O)C(=O)C5=CC=CC=C5C4=O)O)(C(=O)C)O)N)O. Cell line: DU-145. Synergy scores: CSS=39.9, Synergy_ZIP=0.271, Synergy_Bliss=1.11, Synergy_Loewe=-32.7, Synergy_HSA=1.02. (5) Drug 1: CCCS(=O)(=O)NC1=C(C(=C(C=C1)F)C(=O)C2=CNC3=C2C=C(C=N3)C4=CC=C(C=C4)Cl)F. Drug 2: CCN(CC)CCCC(C)NC1=C2C=C(C=CC2=NC3=C1C=CC(=C3)Cl)OC. Cell line: HCT116. Synergy scores: CSS=45.7, Synergy_ZIP=5.70, Synergy_Bliss=3.91, Synergy_Loewe=-20.4, Synergy_HSA=2.58.